From a dataset of Reaction yield outcomes from USPTO patents with 853,638 reactions. Predict the reaction yield, written as a fraction of the theoretical maximum amount of product (1.0 means a 100% yield; for example, 0.34 means a 34% yield). (1) The catalyst is C(Cl)Cl. The reactants are [C:1]1([CH2:7][CH2:8][NH:9][CH:10]=O)[CH:6]=[CH:5][CH:4]=[CH:3][CH:2]=1.C(N(CC)CC)C.ClC(Cl)(OC(=O)OC(Cl)(Cl)Cl)Cl.[Se].C(N=C=[Se:41])C1C=CC=CC=1. The yield is 0.950. The product is [C:1]1([CH2:7][CH2:8][N:9]=[C:10]=[Se:41])[CH:6]=[CH:5][CH:4]=[CH:3][CH:2]=1. (2) The reactants are [CH3:1][N:2]([CH3:24])[C@@H:3]1[CH2:8][CH2:7][CH2:6][N:5]([CH2:9][C:10]2[CH:19]=[CH:18][C:13]([C:14]([O:16]C)=[O:15])=[CH:12][C:11]=2[C:20]([F:23])([F:22])[F:21])[CH2:4]1.[OH-].[Na+].Cl. The catalyst is CO. The product is [CH3:1][N:2]([CH3:24])[C@@H:3]1[CH2:8][CH2:7][CH2:6][N:5]([CH2:9][C:10]2[CH:19]=[CH:18][C:13]([C:14]([OH:16])=[O:15])=[CH:12][C:11]=2[C:20]([F:23])([F:21])[F:22])[CH2:4]1. The yield is 0.830. (3) The reactants are [Br:1][C:2]1[CH:8]=[CH:7][C:5]([NH2:6])=[C:4]([CH2:9][S:10]([C:13]2[CH:18]=[CH:17][CH:16]=[CH:15][CH:14]=2)(=[O:12])=[O:11])[CH:3]=1.O.[C:20]1(C)C=CC(S(O)(=O)=O)=CC=1.C(OCC)(OCC)OCC.CC([O-])(C)C.[K+].C1COCC1.[NH4+].[Cl-]. The catalyst is O.ClCCCl. The product is [Br:1][C:2]1[CH:3]=[C:4]2[C:5](=[CH:7][CH:8]=1)[NH:6][CH:20]=[C:9]2[S:10]([C:13]1[CH:14]=[CH:15][CH:16]=[CH:17][CH:18]=1)(=[O:11])=[O:12]. The yield is 0.720. (4) The reactants are [N:1]1[CH:6]=[CH:5][CH:4]=[CH:3][C:2]=1[C:7]([CH:9]=O)=O.C(=O)(O)O.[NH2:15][NH:16][C:17]([NH2:19])=[NH:18]. The catalyst is CCO. The product is [N:1]1[CH:6]=[CH:5][CH:4]=[CH:3][C:2]=1[C:7]1[N:18]=[C:17]([NH2:19])[N:16]=[N:15][CH:9]=1. The yield is 0.0800. (5) The reactants are Cl[CH2:2][C:3]1[N:4]=[C:5]2[S:12][C:11]([CH:13]3[CH2:15][CH2:14]3)=[C:10]([C:16]([NH:18][CH2:19][CH3:20])=[O:17])[N:6]2[C:7](=[O:9])[CH:8]=1.[I-].[K+].C(=O)([O-])[O-].[K+].[K+].[F:29][C:30]1[CH:35]=[CH:34][C:33]([OH:36])=[CH:32][CH:31]=1. The catalyst is C(#N)C. The product is [CH:13]1([C:11]2[S:12][C:5]3=[N:4][C:3]([CH2:2][O:36][C:33]4[CH:34]=[CH:35][C:30]([F:29])=[CH:31][CH:32]=4)=[CH:8][C:7](=[O:9])[N:6]3[C:10]=2[C:16]([NH:18][CH2:19][CH3:20])=[O:17])[CH2:15][CH2:14]1. The yield is 0.290. (6) The product is [CH2:15]([O:14][C:13]1[C:8]([C:6]([OH:7])=[O:5])=[N:9][C:10]([CH2:23][C:24]2([C:29]3[CH:34]=[CH:33][CH:32]=[CH:31][N:30]=3)[CH2:25][CH2:26][CH2:27][CH2:28]2)=[N:11][C:12]=1[OH:22])[C:16]1[CH:21]=[CH:20][CH:19]=[CH:18][CH:17]=1. The yield is 0.870. The catalyst is O1CCCC1.O.CCCCCC. The reactants are C([O:5][C:6]([C:8]1[C:13]([O:14][CH2:15][C:16]2[CH:21]=[CH:20][CH:19]=[CH:18][CH:17]=2)=[C:12]([OH:22])[N:11]=[C:10]([CH2:23][C:24]2([C:29]3[CH:34]=[CH:33][CH:32]=[CH:31][N:30]=3)[CH2:28][CH2:27][CH2:26][CH2:25]2)[N:9]=1)=[O:7])(C)(C)C.O[Li].O.C(OCC)(=O)C.